This data is from Full USPTO retrosynthesis dataset with 1.9M reactions from patents (1976-2016). The task is: Predict the reactants needed to synthesize the given product. Given the product [CH2:1]([O:8][CH2:9][C@@H:10]1[NH:11][CH2:12][CH2:13][N:14]([C:16]2[C:25]3[C:20](=[CH:21][C:22]([CH3:26])=[CH:23][CH:24]=3)[N:19]=[C:18]([C:27]3[CH:32]=[CH:31][CH:30]=[CH:29][C:28]=3[OH:33])[N:17]=2)[CH2:15]1)[C:2]1[CH:7]=[CH:6][CH:5]=[CH:4][CH:3]=1, predict the reactants needed to synthesize it. The reactants are: [CH2:1]([O:8][CH2:9][C@H:10]1[CH2:15][N:14]([C:16]2[C:25]3[C:20](=[CH:21][C:22]([CH3:26])=[CH:23][CH:24]=3)[N:19]=[C:18]([C:27]3[CH:32]=[CH:31][CH:30]=[CH:29][C:28]=3[OH:33])[N:17]=2)[CH2:13][CH2:12][N:11]1C(OC(C)(C)C)=O)[C:2]1[CH:7]=[CH:6][CH:5]=[CH:4][CH:3]=1.C(O)(C(F)(F)F)=O.